This data is from Full USPTO retrosynthesis dataset with 1.9M reactions from patents (1976-2016). The task is: Predict the reactants needed to synthesize the given product. (1) Given the product [C:28]([O:27][CH3:26])(=[O:29])[C:30]([CH3:31])=[CH2:1].[C:35]([O:8][CH2:1][C:2]1[CH:7]=[CH:6][CH:5]=[CH:4][CH:3]=1)(=[O:42])[C:34]([CH3:43])=[CH2:33], predict the reactants needed to synthesize it. The reactants are: [CH2:1]([OH:8])[C:2]1[CH:7]=[CH:6][CH:5]=[CH:4][CH:3]=1.CCCCCCCCCCCCCCCCC[CH2:26][O:27][C:28]([CH2:30][CH2:31]C1C=C(C(C)(C)C)[C:35]([OH:42])=[C:34]([C:43](C)(C)C)[CH:33]=1)=[O:29].CO. (2) Given the product [CH3:15][O:14][C:11]1[CH:10]=[N:9][C:8]([C:4]2[CH:5]=[CH:6][CH:7]=[C:2]([B:50]3[O:54][C:53]([CH3:56])([CH3:55])[C:52]([CH3:58])([CH3:57])[O:51]3)[CH:3]=2)=[N:13][CH:12]=1, predict the reactants needed to synthesize it. The reactants are: Cl[C:2]1[CH:3]=[C:4]([C:8]2[N:13]=[CH:12][C:11]([O:14][CH3:15])=[CH:10][N:9]=2)[CH:5]=[CH:6][CH:7]=1.CC(C1C=C(C(C)C)C(C2C=CC=CC=2P(C2CCCCC2)C2CCCCC2)=C(C(C)C)C=1)C.[B:50]1([B:50]2[O:54][C:53]([CH3:56])([CH3:55])[C:52]([CH3:58])([CH3:57])[O:51]2)[O:54][C:53]([CH3:56])([CH3:55])[C:52]([CH3:58])([CH3:57])[O:51]1.CC([O-])=O.[K+].